From a dataset of Full USPTO retrosynthesis dataset with 1.9M reactions from patents (1976-2016). Predict the reactants needed to synthesize the given product. (1) Given the product [Cl:8][C:9]1[C:17]2[C:16]([N:18]3[CH2:23][CH2:22][CH2:21][C@@H:20]([NH:24][C:25](=[O:26])[CH:3]=[CH2:4])[CH2:19]3)=[N:15][C:14]([NH:32][C:33]3[CH:34]=[N:35][N:36]([CH3:38])[CH:37]=3)=[N:13][C:12]=2[NH:11][CH:10]=1, predict the reactants needed to synthesize it. The reactants are: Cl.O1CCO[CH2:4][CH2:3]1.[Cl:8][C:9]1[C:17]2[C:16]([N:18]3[CH2:23][CH2:22][CH2:21][CH:20]([NH:24][C:25](=O)[O:26]C(C)(C)C)[CH2:19]3)=[N:15][C:14]([NH:32][C:33]3[CH:34]=[N:35][N:36]([CH3:38])[CH:37]=3)=[N:13][C:12]=2[NH:11][CH:10]=1.C(Cl)(=O)C=C. (2) Given the product [CH3:1][C:2]1[CH:7]=[C:6]([CH3:8])[N:5]=[C:4]2[S:9][N:10]=[C:11]([O:12][CH2:14][C:15]([N:17]3[CH2:22][CH2:21][O:20][CH2:19][CH2:18]3)=[O:16])[C:3]=12, predict the reactants needed to synthesize it. The reactants are: [CH3:1][C:2]1[CH:7]=[C:6]([CH3:8])[N:5]=[C:4]2[S:9][NH:10][C:11](=[O:12])[C:3]=12.Cl[CH2:14][C:15]([N:17]1[CH2:22][CH2:21][O:20][CH2:19][CH2:18]1)=[O:16].CCN(CC)CC.